Dataset: Reaction yield outcomes from USPTO patents with 853,638 reactions. Task: Predict the reaction yield, written as a fraction of the theoretical maximum amount of product (1.0 means a 100% yield; for example, 0.34 means a 34% yield). The reactants are Cl[C:2]1[N:7]=[C:6]([C:8]2[N:12]3[CH:13]=[CH:14][CH:15]=[CH:16][C:11]3=[N:10][CH:9]=2)[C:5]([Cl:17])=[CH:4][N:3]=1.[NH2:18][C:19]1[CH:26]=[CH:25][C:22]([CH:23]=[O:24])=[CH:21][C:20]=1[O:27][CH3:28].CC1(C)C2C=CC=C(P(C3C=CC=CC=3)C3C=CC=CC=3)C=2OC2C1=CC=CC=2P(C1C=CC=CC=1)C1C=CC=CC=1.N12CCCN=C1CCCCC2. The catalyst is O1CCOCC1.C1C=CC(/C=C/C(/C=C/C2C=CC=CC=2)=O)=CC=1.C1C=CC(/C=C/C(/C=C/C2C=CC=CC=2)=O)=CC=1.C1C=CC(/C=C/C(/C=C/C2C=CC=CC=2)=O)=CC=1.[Pd].[Pd]. The product is [Cl:17][C:5]1[C:6]([C:8]2[N:12]3[CH:13]=[CH:14][CH:15]=[CH:16][C:11]3=[N:10][CH:9]=2)=[N:7][C:2]([NH:18][C:19]2[CH:26]=[CH:25][C:22]([CH:23]=[O:24])=[CH:21][C:20]=2[O:27][CH3:28])=[N:3][CH:4]=1. The yield is 0.590.